From a dataset of Reaction yield outcomes from USPTO patents with 853,638 reactions. Predict the reaction yield, written as a fraction of the theoretical maximum amount of product (1.0 means a 100% yield; for example, 0.34 means a 34% yield). (1) The reactants are I[C:2]1[C:3]([CH3:9])=[C:4]([OH:8])[CH:5]=[CH:6][CH:7]=1.[CH3:10][O:11][C:12](=[O:38])[C@@H:13]([NH:23][C:24]([C:26]1[C:27]([CH3:37])=[N:28][C:29]([NH:33][CH2:34][C:35]#[CH:36])=[N:30][C:31]=1[CH3:32])=[O:25])[CH2:14][NH:15][C:16]([C:18]1[S:19][CH:20]=[CH:21][CH:22]=1)=[O:17].CCN(CC)CC. The yield is 0.480. The product is [CH3:10][O:11][C:12](=[O:38])[C@@H:13]([NH:23][C:24]([C:26]1[C:31]([CH3:32])=[N:30][C:29]([NH:33][CH2:34][C:35]#[C:36][C:2]2[CH:7]=[CH:6][CH:5]=[C:4]([OH:8])[C:3]=2[CH3:9])=[N:28][C:27]=1[CH3:37])=[O:25])[CH2:14][NH:15][C:16]([C:18]1[S:19][CH:20]=[CH:21][CH:22]=1)=[O:17]. The catalyst is CN(C=O)C.Cl[Pd](Cl)([P](C1C=CC=CC=1)(C1C=CC=CC=1)C1C=CC=CC=1)[P](C1C=CC=CC=1)(C1C=CC=CC=1)C1C=CC=CC=1.[Cu]I. (2) The reactants are Cl[CH2:2][C:3]1[CH:4]=[CH:5][C:6]([O:11][C:12]2[CH:17]=[CH:16][C:15]([F:18])=[C:14]([C:19]([F:22])([F:21])[F:20])[CH:13]=2)=[C:7]([CH:10]=1)[C:8]#[N:9].[CH3:23][O:24][C:25]1[N:30]=[CH:29][C:28]([CH2:31][C:32]2[C:33](=[O:39])[NH:34][C:35](=[S:38])[NH:36][CH:37]=2)=[CH:27][N:26]=1.C([O-])([O-])=O.[K+].[K+]. The catalyst is CN(C=O)C. The product is [F:18][C:15]1[CH:16]=[CH:17][C:12]([O:11][C:6]2[CH:5]=[CH:4][C:3]([CH2:2][S:38][C:35]3[NH:36][CH:37]=[C:32]([CH2:31][C:28]4[CH:29]=[N:30][C:25]([O:24][CH3:23])=[N:26][CH:27]=4)[C:33](=[O:39])[N:34]=3)=[CH:10][C:7]=2[C:8]#[N:9])=[CH:13][C:14]=1[C:19]([F:22])([F:21])[F:20]. The yield is 0.332. (3) The reactants are CS([C:5]1[N:17]=[C:8]2[N:9]=[C:10]([CH2:15][CH3:16])[CH:11]=[C:12]([CH2:13][CH3:14])[N:7]2[N:6]=1)(=O)=O.[F:18][C:19]1[CH:28]=[CH:27][C:22]([O:23][CH2:24][CH2:25][OH:26])=[CH:21][CH:20]=1. No catalyst specified. The product is [CH2:15]([C:10]1[CH:11]=[C:12]([CH2:13][CH3:14])[N:7]2[N:6]=[C:5]([O:26][CH2:25][CH2:24][O:23][C:22]3[CH:27]=[CH:28][C:19]([F:18])=[CH:20][CH:21]=3)[N:17]=[C:8]2[N:9]=1)[CH3:16]. The yield is 0.700.